Dataset: Reaction yield outcomes from USPTO patents with 853,638 reactions. Task: Predict the reaction yield, written as a fraction of the theoretical maximum amount of product (1.0 means a 100% yield; for example, 0.34 means a 34% yield). (1) The reactants are C1([NH:7][C:8]([C:10]2[C:11](=[O:30])[N:12]([CH2:22][C:23]3[CH:28]=[CH:27][C:26]([F:29])=[CH:25][CH:24]=3)[C:13]3[C:18]([C:19]=2O)=[CH:17][C:16]([F:21])=[CH:15][CH:14]=3)=O)CCCCC1.P(Cl)(Cl)([Cl:33])=O. No catalyst specified. The product is [Cl:33][C:19]1[C:18]2[C:13](=[CH:14][CH:15]=[C:16]([F:21])[CH:17]=2)[N:12]([CH2:22][C:23]2[CH:28]=[CH:27][C:26]([F:29])=[CH:25][CH:24]=2)[C:11](=[O:30])[C:10]=1[C:8]#[N:7]. The yield is 0.500. (2) The reactants are [NH2:1][C:2]1[CH:3]=[C:4]([C:28]2[CH:33]=[CH:32][C:31]([O:34][CH3:35])=[CH:30][CH:29]=2)[CH:5]=[CH:6][C:7]=1[C:8]([NH:10][C@H:11]([C:18]([O:20][CH2:21][C:22]1[CH:27]=[CH:26][CH:25]=[CH:24][CH:23]=1)=[O:19])[CH2:12][C:13]([O:15][CH2:16][CH3:17])=[O:14])=[O:9].[N:36]([C:39]1[C:44]([CH3:45])=[CH:43][C:42]([CH3:46])=[CH:41][C:40]=1[CH3:47])=[C:37]=[O:38]. The catalyst is N1C=CC=CC=1. The product is [CH3:35][O:34][C:31]1[CH:30]=[CH:29][C:28]([C:4]2[CH:5]=[CH:6][C:7]([C:8]([NH:10][C@H:11]([C:18]([O:20][CH2:21][C:22]3[CH:23]=[CH:24][CH:25]=[CH:26][CH:27]=3)=[O:19])[CH2:12][C:13]([O:15][CH2:16][CH3:17])=[O:14])=[O:9])=[C:2]([NH:1][C:37]([NH:36][C:39]3[C:40]([CH3:47])=[CH:41][C:42]([CH3:46])=[CH:43][C:44]=3[CH3:45])=[O:38])[CH:3]=2)=[CH:33][CH:32]=1. The yield is 0.900. (3) The reactants are [O:1]=[C:2]1[CH2:6][CH2:5][CH2:4][N:3]1[CH2:7][CH2:8][CH2:9][NH:10][C:11]([C:13]1[CH:14]=[CH:15][C:16]([N:28]2[CH2:33][CH2:32][N:31]([C:34]3[CH:39]=[CH:38][CH:37]=[CH:36][C:35]=3[CH3:40])[CH2:30][CH2:29]2)=[C:17]([NH:19][C:20]([C:22]2[O:23][C:24](Br)=[CH:25][CH:26]=2)=[O:21])[CH:18]=1)=[O:12].C([O-])([O-])=O.[K+].[K+].OO.O.[CH3:50][C:51](N(C)C)=O. The catalyst is CS(C)=O.[C-]#N.[C-]#N.[Zn+2].[Zn].CC(P(C(C)(C)C)C(C)(C)C)(C)C.CC(P(C(C)(C)C)C(C)(C)C)(C)C.[Pd]. The product is [O:1]=[C:2]1[CH2:6][CH2:5][CH2:4][N:3]1[CH2:7][CH2:8][CH2:9][NH:10][C:11]([C:13]1[CH:14]=[CH:15][C:16]([N:28]2[CH2:33][CH2:32][N:31]([C:34]3[CH:39]=[CH:38][CH:37]=[CH:36][C:35]=3[CH3:40])[CH2:30][CH2:29]2)=[C:17]([NH:19][C:20]([C:22]2[O:23][C:24]([C:50]#[CH:51])=[CH:25][CH:26]=2)=[O:21])[CH:18]=1)=[O:12]. The yield is 0.470.